From a dataset of Catalyst prediction with 721,799 reactions and 888 catalyst types from USPTO. Predict which catalyst facilitates the given reaction. (1) Reactant: [S:1]([C:5]1[CH:6]=[C:7]([CH:33]=[CH:34][CH:35]=1)[CH2:8][NH:9][CH2:10][C:11]([O:13][C@@H:14]1[C@:30]2([CH3:31])[CH:17]([CH:18]3[CH:27]([CH2:28][CH2:29]2)[C:26]2[CH:25]=[CH:24][C:23]([OH:32])=[CH:22][C:21]=2[CH2:20][CH2:19]3)[CH2:16][CH2:15]1)=[O:12])(=[O:4])(=[O:3])[NH2:2].Cl.S(C1C=C(C=CC=1)CN)(=O)(=[O:39])N.CO. Product: [S:1]([C:5]1[CH:6]=[C:7]([CH:33]=[CH:34][CH:35]=1)[CH2:8][NH:9][CH2:10][C:11]([O:13][C@@H:14]1[C@:30]2([CH3:31])[CH:17]([CH:18]3[CH:27]([CH2:28][CH2:29]2)[C:26]2[CH:25]=[CH:24][C:23]([OH:32])=[CH:22][C:21]=2[CH2:20][CH2:19]3)[CH2:16][C@H:15]1[OH:39])=[O:12])(=[O:3])(=[O:4])[NH2:2]. The catalyst class is: 33. (2) The catalyst class is: 166. Product: [CH3:9][C@H:7]1[O:8][C@@H:3]([CH3:2])[CH2:4][N:5]([C:10]2[CH:11]=[C:12]([C@@H:16]([NH:18][C:24](=[O:25])[CH:23]=[CH:22][C:21]3[CH:27]=[CH:28][CH:29]=[CH:30][C:20]=3[F:19])[CH3:17])[CH:13]=[CH:14][CH:15]=2)[CH2:6]1. Reactant: Cl.[CH3:2][C@H:3]1[O:8][C@@H:7]([CH3:9])[CH2:6][N:5]([C:10]2[CH:11]=[C:12]([C@@H:16]([NH2:18])[CH3:17])[CH:13]=[CH:14][CH:15]=2)[CH2:4]1.[F:19][C:20]1[CH:30]=[CH:29][CH:28]=[CH:27][C:21]=1[CH:22]=[CH:23][C:24](O)=[O:25].C(Cl)CCl.C(N(CC)CC)C.